Dataset: Catalyst prediction with 721,799 reactions and 888 catalyst types from USPTO. Task: Predict which catalyst facilitates the given reaction. (1) Reactant: [C:1]1(C)C=CC(S(N=[N+]=[N-])(=O)=O)=CC=1.C([O-])([O-])=O.[K+].[K+].COP(CC(=O)C)(=O)OC.[C:30]([O:34][C:35](=[O:45])[NH:36][CH:37]1[CH2:42][CH2:41][CH:40]([CH:43]=O)[CH2:39][CH2:38]1)([CH3:33])([CH3:32])[CH3:31]. Product: [C:30]([O:34][C:35](=[O:45])[NH:36][C@H:37]1[CH2:42][CH2:41][C@H:40]([C:43]#[CH:1])[CH2:39][CH2:38]1)([CH3:33])([CH3:32])[CH3:31]. The catalyst class is: 881. (2) Reactant: C([O:3][C:4]([C:6]1[CH:11]=[C:10]([N:12]2[CH2:17][CH2:16][C:15]([F:19])([F:18])[CH2:14][CH2:13]2)[CH:9]=[C:8]([CH2:20][O:21][CH:22]2[CH2:27][CH2:26][CH2:25][CH2:24][O:23]2)[N:7]=1)=[O:5])C.[OH-].[Na+]. Product: [F:19][C:15]1([F:18])[CH2:16][CH2:17][N:12]([C:10]2[CH:9]=[C:8]([CH2:20][O:21][CH:22]3[CH2:27][CH2:26][CH2:25][CH2:24][O:23]3)[N:7]=[CH:6][CH:11]=2)[CH2:13][CH2:14]1.[N:7]1[CH:8]=[CH:9][CH:10]=[CH:11][C:6]=1[C:4]([OH:5])=[O:3]. The catalyst class is: 5. (3) Reactant: [Cl:1][C:2]1[NH:6][C:5]2[CH:7]=[CH:8][CH:9]=[C:10]([Cl:11])[C:4]=2[N:3]=1.C1COCC1.CCN(C(C)C)C(C)C.Cl[CH2:27][O:28][CH2:29][CH2:30][O:31][CH3:32]. Product: [Cl:1][C:2]1[N:6]([CH2:27][O:28][CH2:29][CH2:30][O:31][CH3:32])[C:5]2[CH:7]=[CH:8][CH:9]=[C:10]([Cl:11])[C:4]=2[N:3]=1. The catalyst class is: 25.